From a dataset of Full USPTO retrosynthesis dataset with 1.9M reactions from patents (1976-2016). Predict the reactants needed to synthesize the given product. (1) Given the product [OH:5][CH2:4][C:3]1[C:2]([CH3:1])=[N:11][CH:10]=[CH:9][CH:8]=1, predict the reactants needed to synthesize it. The reactants are: [CH3:1][C:2]1[N:11]=[CH:10][CH:9]=[CH:8][C:3]=1[C:4](OC)=[O:5].[H-].[H-].[H-].[H-].[Li+].[Al+3].O. (2) Given the product [C:5]([O:9][C:10]([N:12]1[CH2:17][CH2:16][N:15]([C:18]2[N:23]=[C:22]([C:24]3[CH:29]=[CH:28][N:27]=[C:26]([NH:30][C:31]4[CH:36]=[CH:35][CH:34]=[C:33]([C:37](=[O:39])[NH:4][CH:1]([CH3:3])[CH3:2])[C:32]=4[CH3:41])[CH:25]=3)[CH:21]=[C:20]([C:42](=[O:48])[NH:43][C:44]([CH3:47])([CH3:45])[CH3:46])[CH:19]=2)[CH2:14][CH2:13]1)=[O:11])([CH3:6])([CH3:7])[CH3:8], predict the reactants needed to synthesize it. The reactants are: [CH:1]([NH2:4])([CH3:3])[CH3:2].[C:5]([O:9][C:10]([N:12]1[CH2:17][CH2:16][N:15]([C:18]2[N:23]=[C:22]([C:24]3[CH:29]=[CH:28][N:27]=[C:26]([NH:30][C:31]4[CH:36]=[CH:35][CH:34]=[C:33]([C:37]([O:39]C)=O)[C:32]=4[CH3:41])[CH:25]=3)[CH:21]=[C:20]([C:42](=[O:48])[NH:43][C:44]([CH3:47])([CH3:46])[CH3:45])[CH:19]=2)[CH2:14][CH2:13]1)=[O:11])([CH3:8])([CH3:7])[CH3:6]. (3) Given the product [CH3:29][C@H:30]1[CH2:34][CH2:33][CH2:32][N:31]1[CH:21]1[CH2:20][CH2:19][CH:18]([C:15]2[CH:14]=[CH:13][C:12]([N:3]3[CH2:4][CH2:5][C:6]4([CH2:7][CH2:8][O:9][CH2:10][CH2:11]4)[C:2]3=[O:1])=[CH:17][CH:16]=2)[CH2:23][CH2:22]1, predict the reactants needed to synthesize it. The reactants are: [O:1]=[C:2]1[C:6]2([CH2:11][CH2:10][O:9][CH2:8][CH2:7]2)[CH2:5][CH2:4][N:3]1[C:12]1[CH:17]=[CH:16][C:15]([C@@H:18]2[CH2:23][CH2:22][C@H:21](OS(C)(=O)=O)[CH2:20][CH2:19]2)=[CH:14][CH:13]=1.[CH3:29][C@H:30]1[CH2:34][CH2:33][CH2:32][NH:31]1. (4) The reactants are: [C:1]1([B-:7]([C:20]2[CH:25]=[CH:24][CH:23]=[CH:22][CH:21]=2)([C:14]2[CH:19]=[CH:18][CH:17]=[CH:16][CH:15]=2)[C:8]2[CH:13]=[CH:12][CH:11]=[CH:10][CH:9]=2)[CH:6]=[CH:5][CH:4]=[CH:3][CH:2]=1.[Na+].[Cl-].[C:28]([NH:33][CH2:34][CH2:35][CH2:36][N+:37]([CH3:40])([CH3:39])[CH3:38])(=[O:32])[C:29]([CH3:31])=[CH2:30]. Given the product [C:20]1([B-:7]([C:1]2[CH:2]=[CH:3][CH:4]=[CH:5][CH:6]=2)([C:8]2[CH:9]=[CH:10][CH:11]=[CH:12][CH:13]=2)[C:14]2[CH:19]=[CH:18][CH:17]=[CH:16][CH:15]=2)[CH:21]=[CH:22][CH:23]=[CH:24][CH:25]=1.[C:28]([NH:33][CH2:34][CH2:35][CH2:36][N+:37]([CH3:40])([CH3:38])[CH3:39])(=[O:32])[C:29]([CH3:31])=[CH2:30], predict the reactants needed to synthesize it.